Dataset: Reaction yield outcomes from USPTO patents with 853,638 reactions. Task: Predict the reaction yield, written as a fraction of the theoretical maximum amount of product (1.0 means a 100% yield; for example, 0.34 means a 34% yield). (1) The reactants are [Cl:1]C1C=C(N)C=C(Cl)C=1OC1C=[N:11]C2C(C=1)=CC=CC=2.Cl[C:22]1[CH:27]=[C:26](Cl)[CH:25]=[CH:24][C:23]=1[S:29](Cl)(=[O:31])=[O:30].Cl. No catalyst specified. The product is [ClH:1].[C:23]1([S:29]([NH2:11])(=[O:31])=[O:30])[CH:24]=[CH:25][CH:26]=[CH:27][CH:22]=1. The yield is 0.990. (2) The reactants are [CH3:1][C:2]1([CH3:45])[C@@H:5]([C:6]2[O:7][C:8]([CH3:11])=[N:9][N:10]=2)[CH2:4][C@H:3]1[NH:12][C:13]([C@:15]12[CH2:41][CH2:40][C@@H:39]([C:42]([CH3:44])=[CH2:43])[C@@H:16]1[C@@H:17]1[C@@:30]([CH3:33])([CH2:31][CH2:32]2)[C@@:29]2([CH3:34])[C@@H:20]([C@:21]3([CH3:38])[C@@H:26]([CH2:27][CH2:28]2)[C:25]([CH3:36])([CH3:35])[C@@H:24]([OH:37])[CH2:23][CH2:22]3)[CH2:19][CH2:18]1)=[O:14].[CH3:46][C:47]1([CH3:54])[CH2:52][C:51](=[O:53])[O:50][C:48]1=[O:49].C1(C)C=CC=CC=1. The catalyst is ClCCl. The product is [CH3:1][C:2]1([CH3:45])[C@@H:5]([C:6]2[O:7][C:8]([CH3:11])=[N:9][N:10]=2)[CH2:4][C@H:3]1[NH:12][C:13]([C@:15]12[CH2:41][CH2:40][C@@H:39]([C:42]([CH3:44])=[CH2:43])[C@@H:16]1[C@@H:17]1[C@@:30]([CH3:33])([CH2:31][CH2:32]2)[C@@:29]2([CH3:34])[C@@H:20]([C@:21]3([CH3:38])[C@@H:26]([CH2:27][CH2:28]2)[C:25]([CH3:35])([CH3:36])[C@@H:24]([O:37][C:51](=[O:53])[CH2:52][C:47]([CH3:54])([CH3:46])[C:48]([OH:50])=[O:49])[CH2:23][CH2:22]3)[CH2:19][CH2:18]1)=[O:14]. The yield is 0.550. (3) The reactants are [N+:1]([C:4]1[CH:9]=[CH:8][CH:7]=[CH:6][C:5]=1[S:10](Cl)(=[O:12])=[O:11])([O-:3])=[O:2].Cl.[CH2:15]([O:22][NH2:23])[C:16]1[CH:21]=[CH:20][CH:19]=[CH:18][CH:17]=1. The catalyst is N1C=CC=CC=1. The product is [CH2:15]([O:22][NH:23][S:10]([C:5]1[CH:6]=[CH:7][CH:8]=[CH:9][C:4]=1[N+:1]([O-:3])=[O:2])(=[O:12])=[O:11])[C:16]1[CH:21]=[CH:20][CH:19]=[CH:18][CH:17]=1. The yield is 0.626. (4) The reactants are Br[C:2]1[CH:3]=[C:4]([NH:9][S:10]([C:13]2[CH:18]=[CH:17][C:16]([F:19])=[CH:15][C:14]=2[F:20])(=[O:12])=[O:11])[C:5]([F:8])=[N:6][CH:7]=1.B1(B2OC(C)(C)C(C)(C)O2)OC(C)(C)C(C)(C)O1.I[C:40]1[S:44][C:43]([C:45]2[CH:46]=[C:47]3[C:51](=[CH:52][CH:53]=2)[C:50](=[O:54])[N:49]([CH3:55])[CH2:48]3)=[CH:42][CH:41]=1. No catalyst specified. The product is [F:20][C:14]1[CH:15]=[C:16]([F:19])[CH:17]=[CH:18][C:13]=1[S:10]([NH:9][C:4]1[C:5]([F:8])=[N:6][CH:7]=[C:2]([C:40]2[S:44][C:43]([C:45]3[CH:46]=[C:47]4[C:51](=[CH:52][CH:53]=3)[C:50](=[O:54])[N:49]([CH3:55])[CH2:48]4)=[CH:42][CH:41]=2)[CH:3]=1)(=[O:12])=[O:11]. The yield is 0.320. (5) The reactants are [Br:1][C:2]1[S:6][C:5]([C:7]([OH:9])=O)=[CH:4][CH:3]=1.S(Cl)([Cl:12])=O. The catalyst is CN(C)C=O.C(Cl)(Cl)Cl. The product is [Br:1][C:2]1[S:6][C:5]([C:7]([Cl:12])=[O:9])=[CH:4][CH:3]=1. The yield is 0.990. (6) The reactants are [O:1]=[C:2]1[CH2:10][C:9]2[C:4](=[CH:5][CH:6]=[C:7]([S:11]([NH2:14])(=[O:13])=[O:12])[CH:8]=2)[NH:3]1.[N:15]1([CH2:20][CH2:21][O:22][C:23]2[CH:24]=[C:25]3[C:29](=[CH:30][CH:31]=2)[NH:28][C:27]([CH:32]=O)=[CH:26]3)[CH2:19][CH2:18][CH2:17][CH2:16]1.N1CCCCC1. The catalyst is C(O)C. The product is [O:1]=[C:2]1[C:10](=[CH:32][C:27]2[NH:28][C:29]3[C:25]([CH:26]=2)=[CH:24][C:23]([O:22][CH2:21][CH2:20][N:15]2[CH2:19][CH2:18][CH2:17][CH2:16]2)=[CH:31][CH:30]=3)[C:9]2[C:4](=[CH:5][CH:6]=[C:7]([S:11]([NH2:14])(=[O:12])=[O:13])[CH:8]=2)[NH:3]1. The yield is 0.800. (7) The reactants are [NH2:1][C:2]1[C:7]([C:8]([O:10]CC)=O)=[CH:6][C:5]([O:13][CH3:14])=[C:4]([O:15][CH2:16][CH:17]2[CH2:22][CH2:21][N:20]([CH3:23])[CH2:19][CH2:18]2)[CH:3]=1.C(O)(=O)C.[CH:28](N)=[NH:29]. The catalyst is COCCO. The product is [CH3:14][O:13][C:5]1[CH:6]=[C:7]2[C:2](=[CH:3][C:4]=1[O:15][CH2:16][CH:17]1[CH2:18][CH2:19][N:20]([CH3:23])[CH2:21][CH2:22]1)[N:1]=[CH:28][NH:29][C:8]2=[O:10]. The yield is 0.700. (8) The reactants are [CH3:1][Mg+].[Br-].[CH2:4]([O:11][C:12]1[CH:17]=[CH:16][C:15]([N:18]2[CH:23]=[C:22]([O:24][CH3:25])[C:21](=[O:26])[C:20]([C:27](N(OC)C)=[O:28])=[N:19]2)=[C:14]([F:33])[CH:13]=1)[C:5]1[CH:10]=[CH:9][CH:8]=[CH:7][CH:6]=1. The catalyst is C1COCC1. The product is [C:27]([C:20]1[C:21](=[O:26])[C:22]([O:24][CH3:25])=[CH:23][N:18]([C:15]2[CH:16]=[CH:17][C:12]([O:11][CH2:4][C:5]3[CH:10]=[CH:9][CH:8]=[CH:7][CH:6]=3)=[CH:13][C:14]=2[F:33])[N:19]=1)(=[O:28])[CH3:1]. The yield is 0.850.